From a dataset of Reaction yield outcomes from USPTO patents with 853,638 reactions. Predict the reaction yield, written as a fraction of the theoretical maximum amount of product (1.0 means a 100% yield; for example, 0.34 means a 34% yield). (1) The reactants are [CH3:1][CH2:2][C@H:3]([C@H:11]([CH2:13][N:14]([CH3:16])[CH3:15])[CH3:12])[C:4]1[CH:5]=[CH:6][CH:7]=[C:8]([OH:10])[CH:9]=1.[C:17]([OH:26])(=[O:25])[C:18]1[C:19](=[CH:21][CH:22]=[CH:23][CH:24]=1)[OH:20]. The catalyst is C(#N)C. The product is [CH3:1][CH2:2][C@H:3]([C@H:11]([CH2:13][N:14]([CH3:16])[CH3:15])[CH3:12])[C:4]1[CH:5]=[CH:6][CH:7]=[C:8]([OH:10])[CH:9]=1.[C:17]([O-:26])(=[O:25])[C:18]1[C:19](=[CH:21][CH:22]=[CH:23][CH:24]=1)[OH:20]. The yield is 0.998. (2) The reactants are C(N)CCC.NO.Cl.[CH:9]#[C:10][CH2:11][C@@H:12]([OH:22])[C@H:13]([OH:21])[CH2:14][CH2:15][CH2:16][CH2:17][CH2:18][CH2:19][CH3:20].Br[C:24]#[C:25][C@@H:26]([C:28]1[CH:33]=[CH:32][CH:31]=[CH:30][CH:29]=1)[OH:27]. The catalyst is C(Cl)Cl.[Cu]Cl. The product is [C:28]1([C@@H:26]([OH:27])[C:25]#[C:24][C:9]#[C:10][CH2:11][C@@H:12]([OH:22])[C@H:13]([OH:21])[CH2:14][CH2:15][CH2:16][CH2:17][CH2:18][CH2:19][CH3:20])[CH:33]=[CH:32][CH:31]=[CH:30][CH:29]=1. The yield is 0.780. (3) The reactants are [Cl:1][C:2]1[N:7]=[CH:6][C:5]2[CH:8]=[CH:9][NH:10][C:4]=2[CH:3]=1.I[CH:12]1[CH2:16][CH2:15][CH2:14][CH2:13]1.C([O-])([O-])=O.[Cs+].[Cs+]. The catalyst is CN(C=O)C. The product is [Cl:1][C:2]1[N:7]=[CH:6][C:5]2[CH:8]=[CH:9][N:10]([CH:12]3[CH2:16][CH2:15][CH2:14][CH2:13]3)[C:4]=2[CH:3]=1. The yield is 0.560. (4) The reactants are C([O:6][C@@H:7]([C:9]1[N:14]=[C:13]([N:15]2[CH2:24][CH2:23][C:22]3[C:21]([C:25]4[CH:30]=[CH:29][CH:28]=[CH:27][CH:26]=4)=[N:20][C:19]([CH3:31])=[N:18][C:17]=3[CH2:16]2)[CH:12]=[CH:11][N:10]=1)[CH3:8])(=O)CCC.Cl.[OH-].[Na+]. The catalyst is O1CCOCC1. The product is [CH3:31][C:19]1[N:20]=[C:21]([C:25]2[CH:30]=[CH:29][CH:28]=[CH:27][CH:26]=2)[C:22]2[CH2:23][CH2:24][N:15]([C:13]3[CH:12]=[CH:11][N:10]=[C:9]([C@H:7]([OH:6])[CH3:8])[N:14]=3)[CH2:16][C:17]=2[N:18]=1. The yield is 0.880.